Regression. Given a peptide amino acid sequence and an MHC pseudo amino acid sequence, predict their binding affinity value. This is MHC class II binding data. From a dataset of Peptide-MHC class II binding affinity with 134,281 pairs from IEDB. The peptide sequence is AAAHAGTTVYGAFAA. The MHC is HLA-DPA10103-DPB10401 with pseudo-sequence HLA-DPA10103-DPB10401. The binding affinity (normalized) is 0.260.